From a dataset of NCI-60 drug combinations with 297,098 pairs across 59 cell lines. Regression. Given two drug SMILES strings and cell line genomic features, predict the synergy score measuring deviation from expected non-interaction effect. (1) Drug 1: CC1OCC2C(O1)C(C(C(O2)OC3C4COC(=O)C4C(C5=CC6=C(C=C35)OCO6)C7=CC(=C(C(=C7)OC)O)OC)O)O. Drug 2: CC1=C2C(C(=O)C3(C(CC4C(C3C(C(C2(C)C)(CC1OC(=O)C(C(C5=CC=CC=C5)NC(=O)OC(C)(C)C)O)O)OC(=O)C6=CC=CC=C6)(CO4)OC(=O)C)O)C)O. Cell line: LOX IMVI. Synergy scores: CSS=34.9, Synergy_ZIP=-7.89, Synergy_Bliss=-7.27, Synergy_Loewe=-4.19, Synergy_HSA=-1.60. (2) Cell line: PC-3. Drug 1: CC1=C(C=C(C=C1)NC2=NC=CC(=N2)N(C)C3=CC4=NN(C(=C4C=C3)C)C)S(=O)(=O)N.Cl. Drug 2: CC1=C(C(=CC=C1)Cl)NC(=O)C2=CN=C(S2)NC3=CC(=NC(=N3)C)N4CCN(CC4)CCO. Synergy scores: CSS=25.2, Synergy_ZIP=15.9, Synergy_Bliss=15.9, Synergy_Loewe=-13.7, Synergy_HSA=17.1. (3) Drug 1: CN(C)N=NC1=C(NC=N1)C(=O)N. Drug 2: CC(C)CN1C=NC2=C1C3=CC=CC=C3N=C2N. Cell line: HT29. Synergy scores: CSS=3.36, Synergy_ZIP=-0.0171, Synergy_Bliss=2.29, Synergy_Loewe=-1.36, Synergy_HSA=-0.626. (4) Drug 1: COC1=C(C=C2C(=C1)N=CN=C2NC3=CC(=C(C=C3)F)Cl)OCCCN4CCOCC4. Drug 2: CC1C(C(CC(O1)OC2CC(OC(C2O)C)OC3=CC4=CC5=C(C(=O)C(C(C5)C(C(=O)C(C(C)O)O)OC)OC6CC(C(C(O6)C)O)OC7CC(C(C(O7)C)O)OC8CC(C(C(O8)C)O)(C)O)C(=C4C(=C3C)O)O)O)O. Cell line: SK-MEL-2. Synergy scores: CSS=37.3, Synergy_ZIP=5.64, Synergy_Bliss=11.9, Synergy_Loewe=11.3, Synergy_HSA=11.0. (5) Drug 1: CC12CCC(CC1=CCC3C2CCC4(C3CC=C4C5=CN=CC=C5)C)O. Drug 2: CCN(CC)CCCC(C)NC1=C2C=C(C=CC2=NC3=C1C=CC(=C3)Cl)OC. Cell line: UACC62. Synergy scores: CSS=20.0, Synergy_ZIP=7.66, Synergy_Bliss=12.2, Synergy_Loewe=12.4, Synergy_HSA=12.9. (6) Drug 1: CCC1=C2CN3C(=CC4=C(C3=O)COC(=O)C4(CC)O)C2=NC5=C1C=C(C=C5)O. Drug 2: C1=CN(C=N1)CC(O)(P(=O)(O)O)P(=O)(O)O. Cell line: SN12C. Synergy scores: CSS=27.6, Synergy_ZIP=-3.78, Synergy_Bliss=2.40, Synergy_Loewe=-14.5, Synergy_HSA=2.61.